From a dataset of Catalyst prediction with 721,799 reactions and 888 catalyst types from USPTO. Predict which catalyst facilitates the given reaction. (1) Product: [F:1][C:2]1[CH:3]=[CH:4][C:5]([C:8]2[CH:9]=[CH:10][C:11]3[N:12]([C:14]([S:17][C:18]4[CH:23]=[CH:22][C:21]([NH2:24])=[CH:20][CH:19]=4)=[N:15][N:16]=3)[CH:13]=2)=[CH:6][CH:7]=1. The catalyst class is: 8. Reactant: [F:1][C:2]1[CH:7]=[CH:6][C:5]([C:8]2[CH:9]=[CH:10][C:11]3[N:12]([C:14]([S:17][C:18]4[CH:23]=[CH:22][C:21]([N+:24]([O-])=O)=[CH:20][CH:19]=4)=[N:15][N:16]=3)[CH:13]=2)=[CH:4][CH:3]=1.Cl. (2) Reactant: C(Cl)(=O)C(Cl)=O.[CH2:7]([O:14][C:15]([NH:17][C:18]([CH2:37][OH:38])([CH2:24][CH2:25][CH2:26][CH2:27][B:28]1[O:32][C:31]([CH3:34])([CH3:33])[C:30]([CH3:36])([CH3:35])[O:29]1)[C:19]([O:21][CH2:22][CH3:23])=[O:20])=[O:16])[C:8]1[CH:13]=[CH:12][CH:11]=[CH:10][CH:9]=1.C(N(CC)CC)C. Product: [CH2:7]([O:14][C:15]([NH:17][C:18]([CH:37]=[O:38])([CH2:24][CH2:25][CH2:26][CH2:27][B:28]1[O:32][C:31]([CH3:33])([CH3:34])[C:30]([CH3:36])([CH3:35])[O:29]1)[C:19]([O:21][CH2:22][CH3:23])=[O:20])=[O:16])[C:8]1[CH:9]=[CH:10][CH:11]=[CH:12][CH:13]=1. The catalyst class is: 4.